From a dataset of Full USPTO retrosynthesis dataset with 1.9M reactions from patents (1976-2016). Predict the reactants needed to synthesize the given product. Given the product [C:1]1([C:7]#[C:8][CH2:9][O:10][SiH:36]([CH:38]([CH3:40])[CH3:39])[CH:33]([CH3:35])[CH3:34])[CH2:6][CH2:5][CH2:4][CH2:3][CH:2]=1, predict the reactants needed to synthesize it. The reactants are: [C:1]1([C:7]#[C:8][CH:9](C2C=CC=CC=2)[OH:10])[CH2:6][CH2:5][CH2:4][CH2:3][CH:2]=1.C(N(CC)CC)C.CN(C1C=CC=CN=1)C.[CH:33]([SiH:36]([CH:38]([CH3:40])[CH3:39])Cl)([CH3:35])[CH3:34].